Dataset: Full USPTO retrosynthesis dataset with 1.9M reactions from patents (1976-2016). Task: Predict the reactants needed to synthesize the given product. (1) Given the product [Br:1][C:2]1[CH:3]=[CH:4][C:5]([O:13][CH2:21][CH3:22])=[C:6]([CH2:8][C:9]([O:11][CH3:12])=[O:10])[CH:7]=1, predict the reactants needed to synthesize it. The reactants are: [Br:1][C:2]1[CH:3]=[CH:4][C:5]([OH:13])=[C:6]([CH2:8][C:9]([O:11][CH3:12])=[O:10])[CH:7]=1.C(=O)([O-])[O-].[Cs+].[Cs+].I[CH2:21][CH3:22]. (2) Given the product [CH3:8][C:3]1[CH:4]=[N:5][CH:6]=[CH:7][C:2]=1[C:20]1[CH:21]=[C:16]([CH:17]=[CH:18][CH:19]=1)[C:14]([O:13][C:9]([CH3:11])([CH3:12])[CH3:10])=[O:15], predict the reactants needed to synthesize it. The reactants are: Cl[C:2]1[CH:7]=[CH:6][N:5]=[CH:4][C:3]=1[CH3:8].[C:9]([O:13][C:14]([C:16]1[CH:17]=[C:18](B(O)O)[CH:19]=[CH:20][CH:21]=1)=[O:15])([CH3:12])([CH3:11])[CH3:10].C(=O)([O-])[O-].[K+].[K+]. (3) Given the product [CH3:4][C:5]1([N:11]2[CH2:16][CH2:15][CH:14]([NH:18][C:19]3[CH:24]=[C:23]([C:25]([F:26])([F:27])[F:28])[CH:22]=[CH:21][C:20]=3[OH:29])[CH2:13][CH2:12]2)[CH2:10][CH2:9][O:8][CH2:7][CH2:6]1, predict the reactants needed to synthesize it. The reactants are: C([BH3-])#N.[CH3:4][C:5]1([N:11]2[CH2:16][CH2:15][C:14](=O)[CH2:13][CH2:12]2)[CH2:10][CH2:9][O:8][CH2:7][CH2:6]1.[NH2:18][C:19]1[CH:24]=[C:23]([C:25]([F:28])([F:27])[F:26])[CH:22]=[CH:21][C:20]=1[OH:29].C(O)(=O)C. (4) Given the product [Cl:23][C:16]1[CH:17]=[C:18]([CH3:22])[CH:19]=[C:20]([Cl:21])[C:15]=1[O:14][CH2:13][CH2:12][O:11][C:10]1[CH:24]=[CH:25][C:7]([CH:29]=[O:30])=[CH:8][CH:9]=1, predict the reactants needed to synthesize it. The reactants are: [Li]CCCC.Br[C:7]1[CH:25]=[CH:24][C:10]([O:11][CH2:12][CH2:13][O:14][C:15]2[C:20]([Cl:21])=[CH:19][C:18]([CH3:22])=[CH:17][C:16]=2[Cl:23])=[CH:9][CH:8]=1.CN([CH:29]=[O:30])C.[NH4+].[Cl-].